From a dataset of Catalyst prediction with 721,799 reactions and 888 catalyst types from USPTO. Predict which catalyst facilitates the given reaction. (1) Reactant: [CH3:1][O:2][C:3]1[CH:8]=[CH:7][C:6]([CH2:9][CH2:10][NH:11][CH:12]([C:15]2[CH:20]=[CH:19][C:18]([CH3:21])=[C:17]([CH3:22])[CH:16]=2)[CH2:13][NH2:14])=[CH:5][CH:4]=1.[C:23](N1C=CN=C1)(N1C=CN=C1)=[O:24]. Product: [CH3:1][O:2][C:3]1[CH:8]=[CH:7][C:6]([CH2:9][CH2:10][N:11]2[CH:12]([C:15]3[CH:20]=[CH:19][C:18]([CH3:21])=[C:17]([CH3:22])[CH:16]=3)[CH2:13][NH:14][C:23]2=[O:24])=[CH:5][CH:4]=1. The catalyst class is: 39. (2) Product: [CH3:23][C:17]1([CH3:24])[CH2:18][C:19]([CH3:21])([CH3:22])[CH2:20][CH:15]([C:12]2[CH:13]=[CH:14][C:9]([OH:8])=[CH:10][CH:11]=2)[CH2:16]1. The catalyst class is: 515. Reactant: C([O:8][C:9]1[CH:14]=[CH:13][C:12]([C:15]2[CH2:20][C:19]([CH3:22])([CH3:21])[CH2:18][C:17]([CH3:24])([CH3:23])[CH:16]=2)=[CH:11][CH:10]=1)C1C=CC=CC=1. (3) Reactant: [F:1][C:2]1[CH:7]=[CH:6][C:5]([CH:8]2[O:12]C(=O)[NH:10][CH:9]2[CH2:14][C:15]2[CH:20]=[CH:19][CH:18]=[C:17]([O:21][CH:22]([CH3:24])[CH3:23])[CH:16]=2)=[CH:4][CH:3]=1.[OH-].[Na+]. Product: [NH2:10][CH:9]([CH2:14][C:15]1[CH:20]=[CH:19][CH:18]=[C:17]([O:21][CH:22]([CH3:24])[CH3:23])[CH:16]=1)[CH:8]([C:5]1[CH:4]=[CH:3][C:2]([F:1])=[CH:7][CH:6]=1)[OH:12]. The catalyst class is: 8. (4) Reactant: C[O:2][C:3](=[O:24])/[CH:4]=[CH:5]\[C:6]([N:8]1[C:13]2[CH:14]=[CH:15][CH:16]=[C:17]([CH:18]([CH3:20])[CH3:19])[C:12]=2[O:11][CH:10]([CH:21]([CH3:23])[CH3:22])[CH2:9]1)=[O:7].[OH-].[Na+]. Product: [CH:21]([CH:10]1[CH2:9][N:8]([C:6](=[O:7])/[CH:5]=[CH:4]\[C:3]([OH:24])=[O:2])[C:13]2[CH:14]=[CH:15][CH:16]=[C:17]([CH:18]([CH3:20])[CH3:19])[C:12]=2[O:11]1)([CH3:23])[CH3:22]. The catalyst class is: 5. (5) Reactant: [F:1][C:2]1[CH:7]=[CH:6][CH:5]=[CH:4][C:3]=1[CH:8]([C:13]1[C:21]2[C:16](=[CH:17][C:18]([CH3:29])=[C:19]([O:22][C:23]3[CH:24]=[N:25][CH:26]=[N:27][CH:28]=3)[CH:20]=2)[NH:15][CH:14]=1)[CH2:9][N+:10]([O-])=O. Product: [F:1][C:2]1[CH:7]=[CH:6][CH:5]=[CH:4][C:3]=1[CH:8]([C:13]1[C:21]2[C:16](=[CH:17][C:18]([CH3:29])=[C:19]([O:22][C:23]3[CH:24]=[N:25][CH:26]=[N:27][CH:28]=3)[CH:20]=2)[NH:15][CH:14]=1)[CH2:9][NH2:10]. The catalyst class is: 94. (6) Reactant: Br[CH2:2][C:3]1[CH:10]=[CH:9][C:6]([C:7]#[N:8])=[CH:5][CH:4]=1.[CH3:11][O-:12].[Na+]. Product: [CH3:11][O:12][CH2:2][C:3]1[CH:10]=[CH:9][C:6]([C:7]#[N:8])=[CH:5][CH:4]=1. The catalyst class is: 1. (7) Reactant: [Cl:1][C:2]1[CH:3]=[CH:4][C:5]([OH:11])=[C:6]([C:8](=[O:10])[CH3:9])[CH:7]=1.CO[CH:14](OC)[N:15]([CH3:17])[CH3:16]. Product: [Cl:1][C:2]1[CH:3]=[CH:4][C:5]([OH:11])=[C:6]([C:8](=[O:10])/[CH:9]=[CH:14]/[N:15]([CH3:17])[CH3:16])[CH:7]=1. The catalyst class is: 41.